Dataset: Peptide-MHC class I binding affinity with 185,985 pairs from IEDB/IMGT. Task: Regression. Given a peptide amino acid sequence and an MHC pseudo amino acid sequence, predict their binding affinity value. This is MHC class I binding data. (1) The peptide sequence is LERTSKASLER. The MHC is HLA-B40:02 with pseudo-sequence HLA-B40:02. The binding affinity (normalized) is 0. (2) The peptide sequence is VLYGPDAPTV. The MHC is HLA-A02:01 with pseudo-sequence HLA-A02:01. The binding affinity (normalized) is 0.699. (3) The peptide sequence is TKDTNDNNL. The MHC is HLA-B44:02 with pseudo-sequence HLA-B44:02. The binding affinity (normalized) is 0.0847. (4) The peptide sequence is FTTVIKTLL. The MHC is Mamu-A01 with pseudo-sequence Mamu-A01. The binding affinity (normalized) is 0.595. (5) The peptide sequence is RTVSLPVGA. The MHC is HLA-A02:01 with pseudo-sequence HLA-A02:01. The binding affinity (normalized) is 0.277. (6) The MHC is H-2-Kk with pseudo-sequence H-2-Kk. The binding affinity (normalized) is 0.128. The peptide sequence is GEISPLPSL. (7) The peptide sequence is TVFYNIPPM. The MHC is HLA-A02:01 with pseudo-sequence HLA-A02:01. The binding affinity (normalized) is 0.213. (8) The peptide sequence is KVKDLFNTK. The MHC is HLA-A30:01 with pseudo-sequence HLA-A30:01. The binding affinity (normalized) is 0.664.